Predict the product of the given reaction. From a dataset of Forward reaction prediction with 1.9M reactions from USPTO patents (1976-2016). Given the reactants [N:1]([C@:4]1([C:13]([O:15][CH3:16])=[O:14])[C:12]2[C:7](=[CH:8][CH:9]=[CH:10][CH:11]=2)[CH2:6][CH2:5]1)=[C:2]=[O:3].[NH2:17][CH2:18][C:19]([O:21][C:22]([CH3:25])([CH3:24])[CH3:23])=[O:20], predict the reaction product. The product is: [C:22]([O:21][C:19](=[O:20])[CH2:18][NH:17][C:2](=[O:3])[NH:1][C@:4]1([C:13]([O:15][CH3:16])=[O:14])[C:12]2[C:7](=[CH:8][CH:9]=[CH:10][CH:11]=2)[CH2:6][CH2:5]1)([CH3:25])([CH3:24])[CH3:23].